From a dataset of Forward reaction prediction with 1.9M reactions from USPTO patents (1976-2016). Predict the product of the given reaction. (1) Given the reactants C1(C2N=C(C3C4CCCCC=4SC=3NC(N3CCC[C@@H]3C(O)=O)=O)ON=2)CC1.[F:29][C:30]1([F:37])[CH2:35][CH2:34][C:33](=O)[CH2:32][CH2:31]1.[C:38]([CH2:40][C:41]1[S:42][CH:43]=[C:44]([C:46]([O:48][CH2:49][CH3:50])=[O:47])[N:45]=1)#[N:39], predict the reaction product. The product is: [C:38]([C:40](=[C:33]1[CH2:34][CH2:35][C:30]([F:37])([F:29])[CH2:31][CH2:32]1)[C:41]1[S:42][CH:43]=[C:44]([C:46]([O:48][CH2:49][CH3:50])=[O:47])[N:45]=1)#[N:39]. (2) Given the reactants [O:1]([CH2:8][CH2:9][NH:10][C:11]1[O:12][CH2:13][C:14]2[CH:20]=[C:19]([NH2:21])[CH:18]=[CH:17][C:15]=2[N:16]=1)[C:2]1[CH:7]=[CH:6][CH:5]=[CH:4][CH:3]=1.[CH:22]1([C:25](Cl)=[O:26])[CH2:24][CH2:23]1, predict the reaction product. The product is: [O:1]([CH2:8][CH2:9][NH:10][C:11]1[O:12][CH2:13][C:14]2[CH:20]=[C:19]([NH:21][C:25]([CH:22]3[CH2:24][CH2:23]3)=[O:26])[CH:18]=[CH:17][C:15]=2[N:16]=1)[C:2]1[CH:7]=[CH:6][CH:5]=[CH:4][CH:3]=1.